From a dataset of Peptide-MHC class II binding affinity with 134,281 pairs from IEDB. Regression. Given a peptide amino acid sequence and an MHC pseudo amino acid sequence, predict their binding affinity value. This is MHC class II binding data. (1) The binding affinity (normalized) is 0.221. The peptide sequence is DILLRMSKMQLGSSS. The MHC is DRB1_1501 with pseudo-sequence DRB1_1501. (2) The peptide sequence is FTSLEYIEAAKWLLP. The MHC is HLA-DQA10102-DQB10602 with pseudo-sequence HLA-DQA10102-DQB10602. The binding affinity (normalized) is 0.338.